This data is from Full USPTO retrosynthesis dataset with 1.9M reactions from patents (1976-2016). The task is: Predict the reactants needed to synthesize the given product. (1) Given the product [Cl:16][C:17]1[CH:18]=[C:19]([NH:24][C:25]([NH:2][NH:1][C:3]2[CH:12]=[C:11]([CH3:13])[C:10]3[C:5](=[C:6]([CH3:15])[CH:7]=[CH:8][C:9]=3[CH3:14])[N:4]=2)=[O:26])[CH:20]=[C:21]([Cl:23])[CH:22]=1, predict the reactants needed to synthesize it. The reactants are: [NH:1]([C:3]1[CH:12]=[C:11]([CH3:13])[C:10]2[C:5](=[C:6]([CH3:15])[CH:7]=[CH:8][C:9]=2[CH3:14])[N:4]=1)[NH2:2].[Cl:16][C:17]1[CH:18]=[C:19]([N:24]=[C:25]=[O:26])[CH:20]=[C:21]([Cl:23])[CH:22]=1. (2) Given the product [CH:1]1([C:4]([NH:8][NH:7][C:9]([CH:11]2[CH2:16][CH2:15][N:14]([C:17]([O:19][C:20]([CH3:23])([CH3:22])[CH3:21])=[O:18])[CH2:13][CH2:12]2)=[O:10])=[O:6])[CH2:3][CH2:2]1, predict the reactants needed to synthesize it. The reactants are: [CH:1]1([C:4]([OH:6])=O)[CH2:3][CH2:2]1.[NH:7]([C:9]([CH:11]1[CH2:16][CH2:15][N:14]([C:17]([O:19][C:20]([CH3:23])([CH3:22])[CH3:21])=[O:18])[CH2:13][CH2:12]1)=[O:10])[NH2:8].C(N(CC)CC)C.C(P1(=O)OP(CCC)(=O)OP(CCC)(=O)O1)CC. (3) Given the product [Br:1][C:2]1[CH:3]=[C:4]2[C:9](=[CH:10][CH:11]=1)[N:8]=[CH:7][C:6]([N+:12]([O-:14])=[O:13])=[C:5]2[NH:16][C:17]1[CH:18]=[CH:19][C:20]([C:23]([CH3:27])([CH3:26])[C:24]#[N:25])=[N:21][CH:22]=1, predict the reactants needed to synthesize it. The reactants are: [Br:1][C:2]1[CH:3]=[C:4]2[C:9](=[CH:10][CH:11]=1)[N:8]=[CH:7][C:6]([N+:12]([O-:14])=[O:13])=[C:5]2Cl.[NH2:16][C:17]1[CH:18]=[CH:19][C:20]([C:23]([CH3:27])([CH3:26])[C:24]#[N:25])=[N:21][CH:22]=1.O.